From a dataset of Catalyst prediction with 721,799 reactions and 888 catalyst types from USPTO. Predict which catalyst facilitates the given reaction. (1) Reactant: [CH3:1][N:2]1[C:6]2[CH:7]=[C:8]([C:11]3[CH:18]=[CH:17][CH:16]=[CH:15][C:12]=3[C:13]#[N:14])[CH:9]=[CH:10][C:5]=2[NH:4][C:3]1=[O:19].[H-].[Na+].[Br:22][C:23]1[CH:30]=[CH:29][C:26]([CH2:27]Br)=[C:25]([F:31])[CH:24]=1. Product: [Br:22][C:23]1[CH:30]=[CH:29][C:26]([CH2:27][N:4]2[C:5]3[CH:10]=[CH:9][C:8]([C:11]4[CH:18]=[CH:17][CH:16]=[CH:15][C:12]=4[C:13]#[N:14])=[CH:7][C:6]=3[N:2]([CH3:1])[C:3]2=[O:19])=[C:25]([F:31])[CH:24]=1. The catalyst class is: 3. (2) Reactant: [O:1]=[C:2]1[CH2:5][CH:4]([C:6]([OH:8])=[O:7])[CH2:3]1.[CH3:9][C:10](O)([CH3:12])[CH3:11].C1CCC(N=C=NC2CCCCC2)CC1. Product: [O:1]=[C:2]1[CH2:5][CH:4]([C:6]([O:8][C:10]([CH3:12])([CH3:11])[CH3:9])=[O:7])[CH2:3]1. The catalyst class is: 112. (3) Reactant: C([O:8][CH:9]1[CH2:13][N:12]([C:14]([O:16][C:17]([CH3:20])([CH3:19])[CH3:18])=[O:15])[CH:11]([CH2:21][O:22][C:23]2[CH:33]=[CH:32][C:26]([C:27]([O:29][CH2:30][CH3:31])=[O:28])=[CH:25][C:24]=2[O:34][CH3:35])[CH2:10]1)C1C=CC=CC=1. Product: [C:17]([O:16][C:14]([N:12]1[CH2:13][CH:9]([OH:8])[CH2:10][CH:11]1[CH2:21][O:22][C:23]1[CH:33]=[CH:32][C:26]([C:27]([O:29][CH2:30][CH3:31])=[O:28])=[CH:25][C:24]=1[O:34][CH3:35])=[O:15])([CH3:20])([CH3:18])[CH3:19]. The catalyst class is: 50.